Dataset: Forward reaction prediction with 1.9M reactions from USPTO patents (1976-2016). Task: Predict the product of the given reaction. Given the reactants [NH2:1][CH2:2][CH2:3][CH2:4][C@@H:5]([CH2:9][C:10]1[N:11]=[CH:12][N:13]2[C:22]3[C:17](=[CH:18][CH:19]=[CH:20][CH:21]=3)[CH2:16][CH2:15][C:14]=12)[C:6]([OH:8])=[O:7].[CH3:23][CH:24]([CH3:43])[C:25]([O:27][CH:28]([O:30][C:31](OC1C=CC([N+]([O-])=O)=CC=1)=[O:32])[CH3:29])=[O:26], predict the reaction product. The product is: [CH:12]1[N:13]2[C:22]3[C:17]([CH2:16][CH2:15][C:14]2=[C:10]([CH2:9][C@H:5]([CH2:4][CH2:3][CH2:2][NH:1][C:31]([O:30][CH:28]([O:27][C:25](=[O:26])[CH:24]([CH3:43])[CH3:23])[CH3:29])=[O:32])[C:6]([OH:8])=[O:7])[N:11]=1)=[CH:18][CH:19]=[CH:20][CH:21]=3.